This data is from Catalyst prediction with 721,799 reactions and 888 catalyst types from USPTO. The task is: Predict which catalyst facilitates the given reaction. (1) Reactant: [Cl:1][C:2]1[CH:7]=[CH:6][C:5]([CH3:8])=[CH:4][CH:3]=1.[OH-].[Na+:10].O. Product: [Cl:1][C:2]1[CH:7]=[CH:6][C:5]([CH2:8][Na:10])=[CH:4][CH:3]=1. The catalyst class is: 16. (2) Reactant: [NH2:1][C:2]1[CH:7]=[C:6]([C:8]2[CH:13]=[CH:12][C:11]([C:14]([F:17])([F:16])[F:15])=[C:10]([F:18])[C:9]=2[CH3:19])[N:5]=[C:4]([C:20]([O:22]C)=[O:21])[C:3]=1[Cl:24].[OH-].[Na+]. Product: [NH2:1][C:2]1[CH:7]=[C:6]([C:8]2[CH:13]=[CH:12][C:11]([C:14]([F:16])([F:15])[F:17])=[C:10]([F:18])[C:9]=2[CH3:19])[N:5]=[C:4]([C:20]([OH:22])=[O:21])[C:3]=1[Cl:24]. The catalyst class is: 5. (3) Reactant: C[O:2][C:3]([C:5]1([C:12]2[CH:17]=[CH:16][C:15]([Cl:18])=[C:14]([Cl:19])[CH:13]=2)[CH2:7][CH:6]1[C:8]([O:10]C)=[O:9])=[O:4].CO.[OH-].[Na+]. Product: [Cl:19][C:14]1[CH:13]=[C:12]([C:5]2([C:3]([OH:4])=[O:2])[CH2:7][CH:6]2[C:8]([OH:10])=[O:9])[CH:17]=[CH:16][C:15]=1[Cl:18]. The catalyst class is: 6. (4) Reactant: [C:1]([OH:7])(=[O:6])[CH2:2][C:3]([OH:5])=[O:4].[CH3:8][O:9][C:10]1[CH:11]=[C:12]2[CH2:21][CH:20]([CH2:22][CH:23]3[CH2:28][CH2:27][N:26]([CH2:29][C:30]4[CH:31]=[CH:32][CH:33]=[CH:34][CH:35]=4)[CH2:25][CH2:24]3)[C:18](=[O:19])[C:13]2=[CH:14][C:15]=1[O:16][CH3:17]. Product: [CH3:8][O:9][C:10]1[CH:11]=[C:12]2[CH2:21][CH:20]([CH2:22][CH:23]3[CH2:24][CH2:25][N:26]([CH2:29][C:30]4[CH:35]=[CH:34][CH:33]=[CH:32][CH:31]=4)[CH2:27][CH2:28]3)[C:18](=[O:19])[C:13]2=[CH:14][C:15]=1[O:16][CH3:17].[C:1]([O-:7])(=[O:6])[CH2:2][C:3]([O-:5])=[O:4]. The catalyst class is: 13. (5) Reactant: [Br:1][CH2:2][C:3]1[N:4]=[C:5]([C:19]2[CH:24]=[CH:23][C:22]([C:25]([F:28])([F:27])[F:26])=[CH:21][CH:20]=2)[S:6][C:7]=1[CH2:8][CH2:9][C:10]1[CH:15]=[CH:14][C:13]([O:16]C)=[C:12]([CH3:18])[CH:11]=1.C(=O)=O.CC(C)=O.B(Br)(Br)Br. Product: [Br:1][CH2:2][C:3]1[N:4]=[C:5]([C:19]2[CH:24]=[CH:23][C:22]([C:25]([F:28])([F:27])[F:26])=[CH:21][CH:20]=2)[S:6][C:7]=1[CH2:8][CH2:9][C:10]1[CH:15]=[CH:14][C:13]([OH:16])=[C:12]([CH3:18])[CH:11]=1. The catalyst class is: 2. (6) Reactant: [CH3:1][C:2]([C:7]1[CH:12]=[CH:11][CH:10]=[CH:9][CH:8]=1)([CH3:6])[C:3]([NH2:5])=O.COC1C=CC(P2(SP(C3C=CC(OC)=CC=3)(=S)S2)=[S:22])=CC=1. Product: [CH3:1][C:2]([C:7]1[CH:12]=[CH:11][CH:10]=[CH:9][CH:8]=1)([CH3:6])[C:3](=[S:22])[NH2:5]. The catalyst class is: 1.